This data is from Cav3 T-type calcium channel HTS with 100,875 compounds. The task is: Binary Classification. Given a drug SMILES string, predict its activity (active/inactive) in a high-throughput screening assay against a specified biological target. (1) The drug is S(c1ncc(c2[nH]c3c(n2)ccc(c3)C)cc1)CC(=O)Nc1noc(c1)C. The result is 0 (inactive). (2) The drug is S1(=O)(=O)CC(N(Cc2sccc2)C(=O)c2oc3c(c2C)ccc(c3)C)CC1. The result is 0 (inactive). (3) The compound is s1c2n(cc(n2)c2ccc(NC(=O)C)cc2)cc1. The result is 0 (inactive).